Task: Predict which catalyst facilitates the given reaction.. Dataset: Catalyst prediction with 721,799 reactions and 888 catalyst types from USPTO (1) Reactant: [C:1](/[CH:4]=[CH:5]/[C:6]1[C:11]2[CH2:12][C:13]3([O:18][C:10]=2[C:9]([O:19][CH3:20])=[CH:8][CH:7]=1)[CH2:17][CH2:16][CH2:15][CH2:14]3)([OH:3])=O.C(Cl)Cl.C1(N=C=NC2CCCCC2)CCCCC1.[NH2:39][C:40]1[CH:45]=[CH:44][N:43]=[CH:42][CH:41]=1. Product: [CH3:20][O:19][C:9]1[C:10]2[O:18][C:13]3([CH2:17][CH2:16][CH2:15][CH2:14]3)[CH2:12][C:11]=2[C:6](/[CH:5]=[CH:4]/[C:1]([NH:39][C:40]2[CH:45]=[CH:44][N:43]=[CH:42][CH:41]=2)=[O:3])=[CH:7][CH:8]=1. The catalyst class is: 127. (2) Reactant: [F:1][C:2]1[CH:3]=[C:4]([CH:13]=[CH:14][C:15]=1[OH:16])[CH2:5][N:6]1[CH2:10][C@@H:9]([CH3:11])[O:8][C:7]1=[O:12].[CH:17]1([CH:23](O)[CH3:24])[CH2:22][CH2:21][CH2:20][CH2:19][CH2:18]1.N(C(OC(C)(C)C)=O)=NC(OC(C)(C)C)=O.C1(P(C2C=CC=CC=2)C2C=CC=CC=2)C=CC=CC=1. Product: [CH:17]1([CH:23]([O:16][C:15]2[CH:14]=[CH:13][C:4]([CH2:5][N:6]3[CH2:10][C@@H:9]([CH3:11])[O:8][C:7]3=[O:12])=[CH:3][C:2]=2[F:1])[CH3:24])[CH2:22][CH2:21][CH2:20][CH2:19][CH2:18]1. The catalyst class is: 20. (3) Reactant: [N-:1]=[N+:2]=[N-:3].[Na+].[C:5]([O:8][CH2:9][C@H:10]1[CH2:15][C@@H:14]([O:16][Si:17]([C:30]([CH3:33])([CH3:32])[CH3:31])([C:24]2[CH:29]=[CH:28][CH:27]=[CH:26][CH:25]=2)[C:18]2[CH:23]=[CH:22][CH:21]=[CH:20][CH:19]=2)[CH2:13][CH2:12][C@:11]1([CH3:56])[C@@H:34]1[C@@H:42]([CH2:43]OS(C)(=O)=O)[C@H:41]2[C@@:37]([CH3:55])([C:38]([C:49]3[CH:54]=[CH:53][CH:52]=[CH:51][CH:50]=3)=[CH:39][CH2:40]2)[CH2:36][CH2:35]1)(=[O:7])[CH3:6]. Product: [C:5]([O:8][CH2:9][C@H:10]1[CH2:15][C@@H:14]([O:16][Si:17]([C:30]([CH3:33])([CH3:31])[CH3:32])([C:24]2[CH:25]=[CH:26][CH:27]=[CH:28][CH:29]=2)[C:18]2[CH:23]=[CH:22][CH:21]=[CH:20][CH:19]=2)[CH2:13][CH2:12][C@@:11]1([C@@H:34]1[C@@H:42]([CH2:43][N:1]=[N+:2]=[N-:3])[C@H:41]2[C@@:37]([CH3:55])([C:38]([C:49]3[CH:54]=[CH:53][CH:52]=[CH:51][CH:50]=3)=[CH:39][CH2:40]2)[CH2:36][CH2:35]1)[CH3:56])(=[O:7])[CH3:6]. The catalyst class is: 31. (4) Reactant: CCCCCCC.[O:8]1[CH2:12][CH2:11][CH2:10][CH2:9]1.C(C1C=CC=CC=1)C.C([N-]C(C)C)(C)C.[Li+].[CH:29]1[C:34]2([CH2:39][CH2:38][CH2:37][CH2:36][CH2:35]2)[CH2:33][CH2:32][CH2:31][C:30]=1[CH2:40][O:41][C:42]1[CH:49]=[CH:48][C:45]([CH:46]=[O:47])=[CH:44][CH:43]=1.[Cl-].[NH4+].[O:52]1CCCC1. Product: [CH2:9]([O:8][C:12](=[O:52])[CH2:11][CH:46]([OH:47])[C:45]1[CH:48]=[CH:49][C:42]([O:41][CH2:40][C:30]2[CH2:31][CH2:32][CH2:33][C:34]3([CH2:35][CH2:36][CH2:37][CH2:38][CH2:39]3)[CH:29]=2)=[CH:43][CH:44]=1)[CH3:10]. The catalyst class is: 13. (5) Reactant: [N:1]1[C:10]2[C:5](=[CH:6][CH:7]=[CH:8][CH:9]=2)[CH:4]=[C:3]([C:11]([NH2:13])=[NH:12])[CH:2]=1.[C:14]([CH2:19][C:20](OCC)=[O:21])(=O)[CH2:15][CH2:16][CH3:17].[O-]CC.[Na+]. Product: [CH2:15]([C:14]1[N:13]=[C:11]([C:3]2[CH:2]=[N:1][C:10]3[C:5]([CH:4]=2)=[CH:6][CH:7]=[CH:8][CH:9]=3)[NH:12][C:20](=[O:21])[CH:19]=1)[CH2:16][CH3:17]. The catalyst class is: 8. (6) Reactant: [C:1](O)(=O)[C:2](O)=O.[N:7]1([C@@H:12]2[CH2:17][CH2:16][C@H:15]([NH:18][C:19](=[O:25])[O:20][C:21]([CH3:24])([CH3:23])[CH3:22])[CH2:14][CH2:13]2)[CH2:11][CH2:10][CH2:9][CH2:8]1.[H-].[Na+].C(I)C.O. Product: [C:21]([O:20][C:19](=[O:25])[N:18]([CH2:1][CH3:2])[C@H:15]1[CH2:14][CH2:13][C@@H:12]([N:7]2[CH2:11][CH2:10][CH2:9][CH2:8]2)[CH2:17][CH2:16]1)([CH3:22])([CH3:24])[CH3:23]. The catalyst class is: 44. (7) Product: [C:1]([C:3]1[C:8]([O:9][C:10]2[CH:11]=[CH:12][C:13]([O:16][C:32]([N:22]3[C:31]4[C:26](=[CH:27][CH:28]=[CH:29][CH:30]=4)[CH2:25][CH2:24][CH2:23]3)=[O:33])=[CH:14][CH:15]=2)=[CH:7][C:6]([C:17]([F:20])([F:18])[F:19])=[CH:5][N:4]=1)#[N:2]. The catalyst class is: 4. Reactant: [C:1]([C:3]1[C:8]([O:9][C:10]2[CH:15]=[CH:14][C:13]([OH:16])=[CH:12][CH:11]=2)=[CH:7][C:6]([C:17]([F:20])([F:19])[F:18])=[CH:5][N:4]=1)#[N:2].[I-].[N:22]1([C:32](N2C=C[N+](C)=C2)=[O:33])[C:31]2[C:26](=[CH:27][CH:28]=[CH:29][CH:30]=2)[CH2:25][CH2:24][CH2:23]1.